From a dataset of Forward reaction prediction with 1.9M reactions from USPTO patents (1976-2016). Predict the product of the given reaction. (1) Given the reactants Br[C:2]1[CH:3]=[CH:4][C:5]([O:8][CH3:9])=[N:6][CH:7]=1.Cl[C:11]1[CH:16]=CC(C#C)=CN=1, predict the reaction product. The product is: [C:11]([C:2]1[CH:3]=[CH:4][C:5]([O:8][CH3:9])=[N:6][CH:7]=1)#[CH:16]. (2) The product is: [Cl:43][C:39]1[CH:40]=[CH:41][CH:42]=[C:2]([Cl:1])[C:3]=1[CH2:4][C:5]1[C:10]2[N:11]=[CH:12][NH:13][C:9]=2[C:8]([C:22]([NH2:23])=[O:45])=[C:7]([NH:24][C:25]2[CH:30]=[CH:29][C:28]([CH2:31][N:32]3[CH2:36][CH2:35][CH2:34][CH2:33]3)=[CH:27][C:26]=2[O:37][CH3:38])[N:6]=1. Given the reactants [Cl:1][C:2]1[CH:42]=[CH:41][CH:40]=[C:39]([Cl:43])[C:3]=1[CH2:4][C:5]1[C:10]2[N:11]=[CH:12][N:13](COCC[Si](C)(C)C)[C:9]=2[C:8]([C:22]#[N:23])=[C:7]([NH:24][C:25]2[CH:30]=[CH:29][C:28]([CH2:31][N:32]3[CH2:36][CH2:35][CH2:34][CH2:33]3)=[CH:27][C:26]=2[O:37][CH3:38])[N:6]=1.C(=O)(O)[O-:45].[Na+], predict the reaction product. (3) Given the reactants [Li]CCCC.C(NC(C)C)(C)C.[F:13][C:14]1[CH:20]=[CH:19][CH:18]=[CH:17][C:15]=1[NH2:16].F[C:22]1[CH:30]=[C:29]([F:31])[C:28]([F:32])=[CH:27][C:23]=1[C:24]([OH:26])=[O:25], predict the reaction product. The product is: [F:13][C:14]1[CH:20]=[CH:19][CH:18]=[CH:17][C:15]=1[NH:16][C:22]1[CH:30]=[C:29]([F:31])[C:28]([F:32])=[CH:27][C:23]=1[C:24]([OH:26])=[O:25]. (4) Given the reactants [NH2:1][C:2]1[C:3]([C:21]([NH2:23])=[O:22])=[N:4][C:5]([C:14]2[CH:19]=[CH:18][C:17](=[O:20])[NH:16][CH:15]=2)=[C:6]([C:8]2[CH:13]=[CH:12][CH:11]=[CH:10][CH:9]=2)[N:7]=1.CI.[CH3:26]COC(C)=O.O, predict the reaction product. The product is: [NH2:1][C:2]1[C:3]([C:21]([NH2:23])=[O:22])=[N:4][C:5]([C:14]2[CH:19]=[CH:18][C:17](=[O:20])[N:16]([CH3:26])[CH:15]=2)=[C:6]([C:8]2[CH:9]=[CH:10][CH:11]=[CH:12][CH:13]=2)[N:7]=1.